This data is from Catalyst prediction with 721,799 reactions and 888 catalyst types from USPTO. The task is: Predict which catalyst facilitates the given reaction. Reactant: [C:1]([C:3]1([N:13]2[CH2:18][CH2:17][CH:16]([OH:19])[CH2:15][CH2:14]2)[CH2:7][CH2:6][N:5]([C:8]([O:10][CH2:11][CH3:12])=[O:9])[CH2:4]1)#N.C[Mg]Br.C1(C)C=CC=CC=1.C1COCC1. Product: [OH:19][CH:16]1[CH2:17][CH2:18][N:13]([C:3]2([CH3:1])[CH2:7][CH2:6][N:5]([C:8]([O:10][CH2:11][CH3:12])=[O:9])[CH2:4]2)[CH2:14][CH2:15]1. The catalyst class is: 7.